Dataset: Peptide-MHC class II binding affinity with 134,281 pairs from IEDB. Task: Regression. Given a peptide amino acid sequence and an MHC pseudo amino acid sequence, predict their binding affinity value. This is MHC class II binding data. (1) The peptide sequence is EEDIEIIPIQEEEY. The MHC is DRB1_1201 with pseudo-sequence DRB1_1201. The binding affinity (normalized) is 0.383. (2) The peptide sequence is ATATATSAVGAPTGA. The MHC is HLA-DQA10501-DQB10301 with pseudo-sequence HLA-DQA10501-DQB10301. The binding affinity (normalized) is 0.584.